Dataset: Forward reaction prediction with 1.9M reactions from USPTO patents (1976-2016). Task: Predict the product of the given reaction. (1) Given the reactants [Cl:1][C:2]1[N:7]=[N:6][C:5]([NH:8][CH2:9][C:10]([C:13]2[CH:18]=[CH:17][C:16]([F:19])=[CH:15][CH:14]=2)([CH3:12])[CH3:11])=[CH:4][C:3]=1C.ClC1N=NC(Cl)=CC=1[C:28]([NH2:30])=[O:29].FC1C=CC(C(C)(C)CN)=CC=1.C(N(C(C)C)CC)(C)C, predict the reaction product. The product is: [Cl:1][C:2]1[N:7]=[N:6][C:5]([NH:8][CH2:9][C:10]([C:13]2[CH:14]=[CH:15][C:16]([F:19])=[CH:17][CH:18]=2)([CH3:11])[CH3:12])=[C:4]([C:28]([NH2:30])=[O:29])[CH:3]=1. (2) The product is: [CH:22]1([N:14]([CH2:13][C:11]2[CH:12]=[C:7]([CH2:6][C:27]#[N:28])[CH:8]=[C:9]([Cl:26])[C:10]=2[Cl:25])[C:15](=[O:16])[O:17][C:18]([CH3:21])([CH3:20])[CH3:19])[CH2:24][CH2:23]1. Given the reactants CS(O[CH2:6][C:7]1[CH:12]=[C:11]([CH2:13][N:14]([CH:22]2[CH2:24][CH2:23]2)[C:15]([O:17][C:18]([CH3:21])([CH3:20])[CH3:19])=[O:16])[C:10]([Cl:25])=[C:9]([Cl:26])[CH:8]=1)(=O)=O.[C-:27]#[N:28].[K+].[I-].[Na+], predict the reaction product. (3) Given the reactants [CH:1]1([S:4]([C:7]2[CH:12]=[CH:11][C:10]([CH:13]([C:21]3[NH:25][C:24]([C:26]4[N:31]=[CH:30][C:29]([OH:32])=[CH:28][CH:27]=4)=[CH:23][CH:22]=3)[CH2:14][CH:15]3[CH2:20][CH2:19][O:18][CH2:17][CH2:16]3)=[CH:9][CH:8]=2)(=[O:6])=[O:5])[CH2:3][CH2:2]1.[CH:33]1([CH2:36]O)[CH2:35][CH2:34]1.C(P(CCCC)CCCC)CCC.N(C(N1CCCCC1)=O)=NC(N1CCCCC1)=O, predict the reaction product. The product is: [CH:33]1([CH2:36][O:32][C:29]2[CH:28]=[CH:27][C:26]([C:24]3[NH:25][C:21]([CH:13]([C:10]4[CH:11]=[CH:12][C:7]([S:4]([CH:1]5[CH2:3][CH2:2]5)(=[O:6])=[O:5])=[CH:8][CH:9]=4)[CH2:14][CH:15]4[CH2:20][CH2:19][O:18][CH2:17][CH2:16]4)=[CH:22][CH:23]=3)=[N:31][CH:30]=2)[CH2:35][CH2:34]1. (4) Given the reactants [Cl:1][C:2]1[CH:7]=[CH:6][N:5]=[C:4]2[CH:8]=[CH:9][S:10][C:3]=12.[Li]CCCC.[O:16]1[CH:20]=[CH:19][CH:18]=[C:17]1[C:21](Cl)=[O:22], predict the reaction product. The product is: [Cl:1][C:2]1[CH:7]=[CH:6][N:5]=[C:4]2[CH:8]=[C:9]([C:21]([C:17]3[O:16][CH:20]=[CH:19][CH:18]=3)=[O:22])[S:10][C:3]=12. (5) Given the reactants [Cl:1][C:2]1[CH:3]=[C:4]([NH:9][C:10](=[NH:13])SC)[CH:5]=[CH:6][C:7]=1[Cl:8].[NH4+:14].[OH-], predict the reaction product. The product is: [Cl:1][C:2]1[CH:3]=[C:4]([NH:9][C:10]([NH2:13])=[NH:14])[CH:5]=[CH:6][C:7]=1[Cl:8]. (6) Given the reactants [CH3:1][O:2][C:3]1[C:12]2[C:7](=[CH:8][CH:9]=[CH:10][CH:11]=2)[CH:6]=[N:5][CH:4]=1.[N+:13]([O-])([O-:15])=[O:14].[K+], predict the reaction product. The product is: [CH3:1][O:2][C:3]1[C:12]2[C:7](=[CH:8][CH:9]=[CH:10][CH:11]=2)[CH:6]=[N:5][C:4]=1[N+:13]([O-:15])=[O:14]. (7) The product is: [Cl:36][C:35]1[CH:34]=[CH:33][CH:32]=[C:31]([Cl:37])[C:30]=1[N:23]1[C:22]([CH2:21][O:20][C:17]2[CH:18]=[CH:19][C:14]([C:11]([S:10][C:6]3[CH:5]=[C:4]([CH:9]=[CH:8][CH:7]=3)[C:3]([OH:39])=[O:2])([CH3:13])[CH3:12])=[C:15]([CH3:38])[CH:16]=2)=[C:26]([CH:27]([CH3:29])[CH3:28])[CH:25]=[N:24]1. Given the reactants C[O:2][C:3](=[O:39])[C:4]1[CH:9]=[CH:8][CH:7]=[C:6]([S:10][C:11]([C:14]2[CH:19]=[CH:18][C:17]([O:20][CH2:21][C:22]3[N:23]([C:30]4[C:35]([Cl:36])=[CH:34][CH:33]=[CH:32][C:31]=4[Cl:37])[N:24]=[CH:25][C:26]=3[CH:27]([CH3:29])[CH3:28])=[CH:16][C:15]=2[CH3:38])([CH3:13])[CH3:12])[CH:5]=1.[OH-].[Li+], predict the reaction product. (8) Given the reactants [CH3:1][S:2]([NH:5][CH2:6][CH2:7][CH2:8][CH2:9][CH2:10][C:11]([OH:13])=O)(=[O:4])=[O:3].[NH2:14][C:15]1[CH:20]=[CH:19][CH:18]=[CH:17][CH:16]=1.C(Cl)CCl, predict the reaction product. The product is: [C:15]1([NH:14][C:11](=[O:13])[CH2:10][CH2:9][CH2:8][CH2:7][CH2:6][NH:5][S:2]([CH3:1])(=[O:3])=[O:4])[CH:20]=[CH:19][CH:18]=[CH:17][CH:16]=1. (9) Given the reactants [NH2:1][C@@H:2]1[CH2:7][CH2:6][C@H:5]([N:8]2[CH2:12][CH2:11][C@H:10]([NH:13][C:14](=[O:23])[O:15][CH2:16][C:17]3[CH:22]=[CH:21][CH:20]=[CH:19][CH:18]=3)[C:9]2=[O:24])[C@H:4]([CH2:25][CH2:26][CH3:27])[CH2:3]1.[CH3:28][C:29]([CH3:31])=O.[C:32]([BH3-])#N.[Na+].C=O, predict the reaction product. The product is: [CH:29]([N:1]([CH3:32])[C@@H:2]1[CH2:7][CH2:6][C@H:5]([N:8]2[CH2:12][CH2:11][C@H:10]([NH:13][C:14](=[O:23])[O:15][CH2:16][C:17]3[CH:18]=[CH:19][CH:20]=[CH:21][CH:22]=3)[C:9]2=[O:24])[C@H:4]([CH2:25][CH2:26][CH3:27])[CH2:3]1)([CH3:31])[CH3:28].